The task is: Regression. Given two drug SMILES strings and cell line genomic features, predict the synergy score measuring deviation from expected non-interaction effect.. This data is from NCI-60 drug combinations with 297,098 pairs across 59 cell lines. Drug 1: CN1C(=O)N2C=NC(=C2N=N1)C(=O)N. Drug 2: COC1=NC(=NC2=C1N=CN2C3C(C(C(O3)CO)O)O)N. Cell line: HCT-15. Synergy scores: CSS=0.282, Synergy_ZIP=-1.29, Synergy_Bliss=-2.12, Synergy_Loewe=-2.21, Synergy_HSA=-2.21.